This data is from Reaction yield outcomes from USPTO patents with 853,638 reactions. The task is: Predict the reaction yield, written as a fraction of the theoretical maximum amount of product (1.0 means a 100% yield; for example, 0.34 means a 34% yield). (1) The catalyst is ClCCl. The reactants are C(O[C:6](=[O:34])[NH:7][C@@H:8]([CH3:33])[C:9]([N:11]1[CH2:16][CH2:15][CH2:14][C@@H:13]([C:17](=[O:32])[NH:18][C@@H:19]([C:21]2[CH:30]=[CH:29][C:28]3[C:23](=[CH:24][C:25]([Br:31])=[CH:26][CH:27]=3)[N:22]=2)[CH3:20])[NH:12]1)=[O:10])(C)(C)C.Cl.O1CCOCC1.[OH:42][C@@H:43]([C@@H:47]([O:49][CH3:50])[CH3:48])C(O)=O.C(N(CC)C(C)C)(C)C.F[P-](F)(F)(F)(F)F.N1(OC(N(C)C)=[N+](C)C)C2C=CC=CC=2N=N1. The product is [Br:31][C:25]1[CH:24]=[C:23]2[C:28]([CH:29]=[CH:30][C:21]([C@H:19]([NH:18][C:17]([C@@H:13]3[CH2:14][CH2:15][CH2:16][N:11]([C:9](=[O:10])[C@@H:8]([NH:7][C:6](=[O:34])[C@@H:43]([OH:42])[C@@H:47]([O:49][CH3:50])[CH3:48])[CH3:33])[NH:12]3)=[O:32])[CH3:20])=[N:22]2)=[CH:27][CH:26]=1. The yield is 0.310. (2) The reactants are Br[C:2]1[N:3]=[C:4]2[N:11]([CH2:12][CH:13]3[CH2:18][CH2:17][O:16][CH2:15][CH2:14]3)[CH2:10][C:9](=[O:19])[NH:8][C:5]2=[N:6][CH:7]=1.BrC1C(N[C:29](=[O:32])[CH2:30]I)=NC=C(Br)N=1.O1CCC(CN)C[CH2:34]1.C(N([CH:47]([CH3:49])[CH3:48])CC)(C)C.[C:50](#[N:52])[CH3:51]. No catalyst specified. The product is [OH:32][C:29]([C:49]1[N:52]=[CH:50][C:51]([C:2]2[N:3]=[C:4]3[N:11]([CH2:12][CH:13]4[CH2:18][CH2:17][O:16][CH2:15][CH2:14]4)[CH2:10][C:9](=[O:19])[NH:8][C:5]3=[N:6][CH:7]=2)=[CH:48][CH:47]=1)([CH3:34])[CH3:30]. The yield is 0.790. (3) The reactants are BrC1C=CC(C[C@H](NC(=O)[O:14][C:15]([CH3:18])([CH3:17])C)CO)=CC=1.C1(P(C2C=CC=CC=2)C2C=CC=CC=2)C=CC=CC=1.C1(=O)[NH:43][C:42](=O)[C:41]2=[CH:45][CH:46]=[CH:47][CH:48]=[C:40]12.N([C:52]([O:54][CH:55](C)C)=[O:53])=N[C:52]([O:54][CH:55](C)C)=[O:53]. The catalyst is O1CCCC1. The product is [C:42]([C:41]1[CH:45]=[C:46]([CH:47]=[CH:48][C:40]=1[O:14][CH:15]([CH3:17])[CH3:18])[C:52]([O:54][CH3:55])=[O:53])#[N:43]. The yield is 0.570. (4) The reactants are Br[C:2]1[N:6]([S:7]([C:10]2[CH:15]=[CH:14][CH:13]=[CH:12][C:11]=2[C:16]#[N:17])(=[O:9])=[O:8])[CH:5]=[C:4]([CH2:18][N:19]([CH3:27])[C:20](=[O:26])[O:21][C:22]([CH3:25])([CH3:24])[CH3:23])[CH:3]=1.[N:28]1[CH:33]=[CH:32][CH:31]=[C:30](B(O)O)[CH:29]=1.C(=O)([O-])[O-].[Na+].[Na+]. The catalyst is C1C=CC([P]([Pd]([P](C2C=CC=CC=2)(C2C=CC=CC=2)C2C=CC=CC=2)([P](C2C=CC=CC=2)(C2C=CC=CC=2)C2C=CC=CC=2)[P](C2C=CC=CC=2)(C2C=CC=CC=2)C2C=CC=CC=2)(C2C=CC=CC=2)C2C=CC=CC=2)=CC=1. The product is [C:16]([C:11]1[CH:12]=[CH:13][CH:14]=[CH:15][C:10]=1[S:7]([N:6]1[C:2]([C:30]2[CH:29]=[N:28][CH:33]=[CH:32][CH:31]=2)=[CH:3][C:4]([CH2:18][N:19]([CH3:27])[C:20](=[O:26])[O:21][C:22]([CH3:25])([CH3:24])[CH3:23])=[CH:5]1)(=[O:9])=[O:8])#[N:17]. The yield is 0.630. (5) The catalyst is N1C=CC=CC=1. The reactants are [CH3:1][N:2]([CH3:15])[CH2:3][CH2:4][CH2:5][C:6]#[C:7][C:8]1[CH:9]=[N:10][C:11]([NH2:14])=[N:12][CH:13]=1.[F:16][C:17]([F:29])([F:28])[C:18]1[CH:23]=[CH:22][C:21]([S:24](Cl)(=[O:26])=[O:25])=[CH:20][CH:19]=1. The product is [CH3:15][N:2]([CH3:1])[CH2:3][CH2:4][CH2:5][C:6]#[C:7][C:8]1[CH:9]=[N:10][C:11]([NH:14][S:24]([C:21]2[CH:20]=[CH:19][C:18]([C:17]([F:16])([F:28])[F:29])=[CH:23][CH:22]=2)(=[O:26])=[O:25])=[N:12][CH:13]=1. The yield is 0.340. (6) The reactants are [Cl:1][C:2]1[CH:3]=[C:4]([C:9]2([C:29]([F:32])([F:31])[F:30])[S:13][N:12]=[C:11]([C:14]3[CH:26]=[CH:25][C:17]([C:18]([O:20]C(C)(C)C)=[O:19])=[C:16]([CH3:27])[CH:15]=3)[CH:10]2[F:28])[CH:5]=[C:6]([Cl:8])[CH:7]=1.FC(F)(F)C(O)=O. The catalyst is C(Cl)Cl. The product is [Cl:1][C:2]1[CH:3]=[C:4]([C:9]2([C:29]([F:31])([F:30])[F:32])[S:13][N:12]=[C:11]([C:14]3[CH:26]=[CH:25][C:17]([C:18]([OH:20])=[O:19])=[C:16]([CH3:27])[CH:15]=3)[CH:10]2[F:28])[CH:5]=[C:6]([Cl:8])[CH:7]=1. The yield is 0.870. (7) The reactants are [CH3:1][O:2][C:3]1[CH:4]=[C:5]2[C:10](=[CH:11][C:12]=1[O:13][CH3:14])[N:9]=[CH:8][CH:7]=[C:6]2[O:15][C:16]1[CH:22]=[CH:21][C:19]([NH2:20])=[CH:18][CH:17]=1.Cl[C:24](Cl)([O:26]C(=O)OC(Cl)(Cl)Cl)Cl.[CH3:35][N:36]1[CH2:41][CH2:40][N:39]([CH2:42][CH2:43][CH:44]([OH:48])[CH2:45][CH2:46][CH3:47])[CH2:38][CH2:37]1.C(=O)(O)[O-].[Na+]. The catalyst is C(Cl)Cl.C(N(CC)CC)C.C1(C)C=CC=CC=1. The product is [CH3:1][O:2][C:3]1[CH:4]=[C:5]2[C:10](=[CH:11][C:12]=1[O:13][CH3:14])[N:9]=[CH:8][CH:7]=[C:6]2[O:15][C:16]1[CH:22]=[CH:21][C:19]([NH:20][C:24](=[O:26])[O:48][CH:44]([CH2:43][CH2:42][N:39]2[CH2:40][CH2:41][N:36]([CH3:35])[CH2:37][CH2:38]2)[CH2:45][CH2:46][CH3:47])=[CH:18][CH:17]=1. The yield is 0.350.